Dataset: Peptide-MHC class I binding affinity with 185,985 pairs from IEDB/IMGT. Task: Regression. Given a peptide amino acid sequence and an MHC pseudo amino acid sequence, predict their binding affinity value. This is MHC class I binding data. The peptide sequence is RPSFLLSSL. The MHC is HLA-B53:01 with pseudo-sequence HLA-B53:01. The binding affinity (normalized) is 0.289.